From a dataset of Experimental lipophilicity measurements (octanol/water distribution) for 4,200 compounds from AstraZeneca. Regression/Classification. Given a drug SMILES string, predict its absorption, distribution, metabolism, or excretion properties. Task type varies by dataset: regression for continuous measurements (e.g., permeability, clearance, half-life) or binary classification for categorical outcomes (e.g., BBB penetration, CYP inhibition). For this dataset (lipophilicity_astrazeneca), we predict Y. (1) The molecule is O=C(O)[C@H](Cc1ccc(F)cc1)N1CCC(CN2CCC(Oc3ccc(Cl)cc3Cl)CC2)CC1. The Y is 2.60 logD. (2) The drug is CNC[C@H](O)c1ccc(Cl)c(C(=O)NCC23CC4CC(CC(C4)C2)C3)c1. The Y is 1.41 logD. (3) The molecule is CCOC(=O)c1ccc(CCN2CCN(c3ccc(C)nn3)CC2)cc1. The Y is 2.58 logD. (4) The drug is Cc1ccc(CO)cc1N(C)c1ccnc(Nc2cc(N3CCOCC3)nc(N3CCOCC3)n2)n1. The Y is 3.90 logD. (5) The compound is CC(C)(C)NCC(O)COc1nsnc1N1CCOCC1. The Y is -0.350 logD. (6) The molecule is COCCCOc1ccnc(C[S+]([O-])c2nc3ccccc3[nH]2)c1C. The Y is -0.690 logD. (7) The drug is Fc1ccc(CN2CCN(c3ccc4nnc(C(F)(F)F)n4n3)CC2)cc1. The Y is 3.46 logD. (8) The molecule is CCCc1c(OCc2cccc(NC(=O)Cc3ccccc3C(=O)O)c2)ccc(C(C)=O)c1O. The Y is 2.95 logD. (9) The Y is 0.870 logD. The compound is Cn1sc(NC(=O)c2cccc(Cl)c2)nc1=O.